From a dataset of Full USPTO retrosynthesis dataset with 1.9M reactions from patents (1976-2016). Predict the reactants needed to synthesize the given product. (1) Given the product [CH2:4]([C:7]1[CH:8]=[CH:9][C:10]([S:18]([C:21]2[CH:26]=[CH:25][C:24]([CH2:27][C@H:28]([NH:30][C:31](=[O:36])[C:32]([F:35])([F:34])[F:33])[CH3:29])=[CH:23][CH:22]=2)(=[O:19])=[O:20])=[C:11]([CH:17]=1)[C:12]([O:14][CH2:15][CH3:16])=[O:13])[CH:3]=[CH2:2], predict the reactants needed to synthesize it. The reactants are: [In].[CH2:2](I)[CH:3]=[CH2:4].I[C:7]1[CH:8]=[CH:9][C:10]([S:18]([C:21]2[CH:26]=[CH:25][C:24]([CH2:27][C@H:28]([NH:30][C:31](=[O:36])[C:32]([F:35])([F:34])[F:33])[CH3:29])=[CH:23][CH:22]=2)(=[O:20])=[O:19])=[C:11]([CH:17]=1)[C:12]([O:14][CH2:15][CH3:16])=[O:13].C1(P(C2C=CC=CC=2)C2C=CC=CC=2)C=CC=CC=1.[Cl-].[Li+].C(=O)(O)[O-].[Na+]. (2) Given the product [Cl:15][C:16]1[N:17]=[C:18]([N:24]2[CH2:29][CH2:28][O:27][CH2:26][C@@H:25]2[CH3:30])[CH:19]=[C:20]([CH2:22][S:9]([C:4]2[CH:5]=[CH:6][CH:7]=[CH:8][C:3]=2[C:2]([F:1])([F:12])[F:13])(=[O:11])=[O:10])[N:21]=1, predict the reactants needed to synthesize it. The reactants are: [F:1][C:2]([F:13])([F:12])[C:3]1[CH:8]=[CH:7][CH:6]=[CH:5][C:4]=1[S:9]([O-:11])=[O:10].[Na+].[Cl:15][C:16]1[N:21]=[C:20]([CH2:22]I)[CH:19]=[C:18]([N:24]2[CH2:29][CH2:28][O:27][CH2:26][C@@H:25]2[CH3:30])[N:17]=1.